This data is from Forward reaction prediction with 1.9M reactions from USPTO patents (1976-2016). The task is: Predict the product of the given reaction. (1) Given the reactants [H-].[Na+].[CH3:3][O:4][C:5]1[CH:6]=[C:7]([CH:10]=[CH:11][C:12]=1[N+:13]([O-:15])=[O:14])[CH:8]=[O:9].[S].O.[CH3:18]S(C)=O, predict the reaction product. The product is: [CH3:3][O:4][C:5]1[CH:6]=[C:7]([CH:8]2[CH2:18][O:9]2)[CH:10]=[CH:11][C:12]=1[N+:13]([O-:15])=[O:14]. (2) The product is: [Br:1][C:2]1[CH:3]=[C:4]([NH2:21])[C:5]([NH:6][CH2:7][C:8]2[CH:18]=[CH:17][C:11]3[N:12]=[C:13]([S:15][CH3:16])[O:14][C:10]=3[CH:9]=2)=[CH:19][CH:20]=1. Given the reactants [Br:1][C:2]1[CH:20]=[CH:19][C:5]([NH:6][CH2:7][C:8]2[CH:18]=[CH:17][C:11]3[N:12]=[C:13]([S:15][CH3:16])[O:14][C:10]=3[CH:9]=2)=[C:4]([N+:21]([O-])=O)[CH:3]=1.CC(O)=O.CO, predict the reaction product. (3) Given the reactants CC1C=CC(S(O[C:12]2[C:21]3[CH2:20][CH2:19][CH2:18][C:17]4([CH2:25][CH2:24][CH2:23][CH2:22]4)[C:16]=3[N:15]=[C:14]([NH2:26])[N:13]=2)(=O)=O)=CC=1.Cl.Cl.[NH2:29][CH2:30][CH2:31][NH:32][C:33]1[CH:38]=[CH:37][N:36]=[C:35]([NH2:39])[N:34]=1, predict the reaction product. The product is: [NH2:39][C:35]1[N:34]=[C:33]([NH:32][CH2:31][CH2:30][NH:29][C:12]2[C:21]3[CH2:20][CH2:19][CH2:18][C:17]4([CH2:22][CH2:23][CH2:24][CH2:25]4)[C:16]=3[N:15]=[C:14]([NH2:26])[N:13]=2)[CH:38]=[CH:37][N:36]=1. (4) Given the reactants [H-].[Na+].[CH3:3][O:4][CH2:5][CH2:6][OH:7].Br[CH2:9][C:10]1[CH:18]=[CH:17][C:13]([C:14]([OH:16])=[O:15])=[CH:12][C:11]=1[N+:19]([O-:21])=[O:20].Cl, predict the reaction product. The product is: [CH3:3][O:4][CH2:5][CH2:6][O:7][CH2:9][C:10]1[CH:18]=[CH:17][C:13]([C:14]([OH:16])=[O:15])=[CH:12][C:11]=1[N+:19]([O-:21])=[O:20]. (5) Given the reactants [CH2:1]([N:8]1[CH2:13][CH2:12][C:11]([CH2:18][N:19]([C@@H:26]2[CH2:28][C@H:27]2[C:29]2[CH:34]=[CH:33][CH:32]=[CH:31][CH:30]=2)C(=O)C(F)(F)F)([C:14]([O:16]C)=[O:15])[CH2:10][CH2:9]1)[C:2]1[CH:7]=[CH:6][CH:5]=[CH:4][CH:3]=1.[OH-].[Na+], predict the reaction product. The product is: [CH2:1]([N:8]1[CH2:13][CH2:12][C:11]([CH2:18][NH:19][C@@H:26]2[CH2:28][C@H:27]2[C:29]2[CH:30]=[CH:31][CH:32]=[CH:33][CH:34]=2)([C:14]([OH:16])=[O:15])[CH2:10][CH2:9]1)[C:2]1[CH:7]=[CH:6][CH:5]=[CH:4][CH:3]=1. (6) Given the reactants C([Mg]Br)C.Br[C:6]1[CH:7]=[C:8]2[C:14]3([CH2:19][CH2:18][S:17][CH2:16][CH2:15]3)[C:13](=[O:20])[N:12]([CH2:21][C:22]([O-:24])=[O:23])[C:9]2=[CH:10][CH:11]=1.[Na+].C([Li])(C)(C)C, predict the reaction product. The product is: [O:20]=[C:13]1[C:14]2([CH2:15][CH2:16][S:17][CH2:18][CH2:19]2)[C:8]2[C:9](=[CH:10][CH:11]=[CH:6][CH:7]=2)[N:12]1[CH2:21][C:22]([OH:24])=[O:23]. (7) Given the reactants [Br:1][C:2]1[CH:26]=[CH:25][C:5]([C:6]([C:8]2[CH:13]=[C:12]([Br:14])[C:11]([C:15](=O)[C:16]3[CH:21]=[CH:20][C:19]([Br:22])=[CH:18][CH:17]=3)=[CH:10][C:9]=2[Br:24])=O)=[CH:4][CH:3]=1.FC(F)(F)S(O)(=O)=O.C([SiH](CC)CC)C.C(=O)([O-])[O-].[Na+].[Na+], predict the reaction product. The product is: [Br:1][C:2]1[CH:3]=[CH:4][C:5]([CH2:6][C:8]2[CH:13]=[C:12]([Br:14])[C:11]([CH2:15][C:16]3[CH:21]=[CH:20][C:19]([Br:22])=[CH:18][CH:17]=3)=[CH:10][C:9]=2[Br:24])=[CH:25][CH:26]=1. (8) Given the reactants [CH:1]([O:4][C:5]1[CH:10]=[CH:9][C:8]([C:11]2[C:15]([CH:16]=[O:17])=[CH:14][N:13](C3CCCCO3)[N:12]=2)=[CH:7][CH:6]=1)([CH3:3])[CH3:2].[ClH:24], predict the reaction product. The product is: [ClH:24].[CH:1]([O:4][C:5]1[CH:10]=[CH:9][C:8]([C:11]2[C:15]([CH:16]=[O:17])=[CH:14][NH:13][N:12]=2)=[CH:7][CH:6]=1)([CH3:3])[CH3:2]. (9) Given the reactants Br[CH2:2][C:3]1[N:7]([CH3:8])[N:6]([C:9]2[CH:14]=[CH:13][CH:12]=[CH:11][CH:10]=2)[C:5](=[O:15])[C:4]=1[CH:16]1[CH2:18][CH2:17]1.[F:19][C:20]1[CH:25]=[CH:24][C:23]([OH:26])=[CH:22][CH:21]=1.C(=O)([O-])[O-].[Cs+].[Cs+].[I-].[K+], predict the reaction product. The product is: [CH:16]1([C:4]2[C:5](=[O:15])[N:6]([C:9]3[CH:14]=[CH:13][CH:12]=[CH:11][CH:10]=3)[N:7]([CH3:8])[C:3]=2[CH2:2][O:26][C:23]2[CH:24]=[CH:25][C:20]([F:19])=[CH:21][CH:22]=2)[CH2:18][CH2:17]1.